From a dataset of Full USPTO retrosynthesis dataset with 1.9M reactions from patents (1976-2016). Predict the reactants needed to synthesize the given product. (1) Given the product [CH3:1][C:2]1([CH3:36])[CH2:10][C@H:9]([NH:11][C:12]2[C:17]([C:18]#[N:19])=[CH:16][N:15]=[C:14]([NH:20][C:21]3[CH:26]=[C:25]([N:27]4[C:31](=[O:32])[N:30]([CH3:33])[N:29]=[N:28]4)[C:24]([O:34][CH2:44][C@H:45]([OH:47])[CH3:46])=[CH:23][C:22]=3[F:35])[N:13]=2)[CH2:8][C@H:7]2[N:3]1[CH2:4][CH2:5][CH2:6]2, predict the reactants needed to synthesize it. The reactants are: [CH3:1][C:2]1([CH3:36])[CH2:10][C@H:9]([NH:11][C:12]2[C:17]([C:18]#[N:19])=[CH:16][N:15]=[C:14]([NH:20][C:21]3[CH:26]=[C:25]([N:27]4[C:31](=[O:32])[N:30]([CH3:33])[N:29]=[N:28]4)[C:24]([OH:34])=[CH:23][C:22]=3[F:35])[N:13]=2)[CH2:8][C@H:7]2[N:3]1[CH2:4][CH2:5][CH2:6]2.C([O-])([O-])=O.[Cs+].[Cs+].I[CH2:44][C@H:45]([OH:47])[CH3:46]. (2) Given the product [CH3:30][N:18]([CH2:17][CH2:16][CH2:15][NH:14][C:2]1[N:3]=[N+:4]([O-:13])[C:5]2[CH:11]=[CH:10][C:9]([CH3:12])=[CH:8][C:6]=2[N:7]=1)[CH2:19][CH2:20][CH2:21][NH:22][C:23](=[O:29])[O:24][C:25]([CH3:28])([CH3:27])[CH3:26], predict the reactants needed to synthesize it. The reactants are: Cl[C:2]1[N:3]=[N+:4]([O-:13])[C:5]2[CH:11]=[CH:10][C:9]([CH3:12])=[CH:8][C:6]=2[N:7]=1.[NH2:14][CH2:15][CH2:16][CH2:17][N:18]([CH3:30])[CH2:19][CH2:20][CH2:21][NH:22][C:23](=[O:29])[O:24][C:25]([CH3:28])([CH3:27])[CH3:26].C(N(CC)CC)C. (3) Given the product [Cl:1][C:2]1[CH:7]=[CH:6][C:5]([C:8](=[O:21])[CH2:9][N:10]2[C:15](=[O:16])[CH:14]=[CH:13][CH:12]=[C:11]2[C:17]([OH:19])=[O:18])=[CH:4][CH:3]=1, predict the reactants needed to synthesize it. The reactants are: [Cl:1][C:2]1[CH:7]=[CH:6][C:5]([C:8](=[O:21])[CH2:9][N:10]2[C:15](=[O:16])[CH:14]=[CH:13][CH:12]=[C:11]2[C:17]([O:19]C)=[O:18])=[CH:4][CH:3]=1.[OH-].[Na+].Cl.